From a dataset of Catalyst prediction with 721,799 reactions and 888 catalyst types from USPTO. Predict which catalyst facilitates the given reaction. (1) Reactant: [CH3:1][NH:2][C:3]([C:5]1[CH:10]=[CH:9][C:8]([C:11]#[C:12][C:13]2[CH:14]=[CH:15][C:16]([O:22][C:23]([F:26])([F:25])[F:24])=[C:17]([CH:21]=2)[C:18](O)=[O:19])=[CH:7][CH:6]=1)=[O:4].[NH2:27][CH:28]([CH2:32][C:33]1[C:41]2[C:36](=[CH:37][CH:38]=[CH:39][CH:40]=2)[NH:35][CH:34]=1)[CH2:29][C:30]#[N:31].C1C=CC2N(O)N=NC=2C=1.CCN=C=NCCCN(C)C.Cl. Product: [C:30]([CH2:29][CH:28]([NH:27][C:18](=[O:19])[C:17]1[CH:21]=[C:13]([C:12]#[C:11][C:8]2[CH:7]=[CH:6][C:5]([C:3](=[O:4])[NH:2][CH3:1])=[CH:10][CH:9]=2)[CH:14]=[CH:15][C:16]=1[O:22][C:23]([F:24])([F:25])[F:26])[CH2:32][C:33]1[C:41]2[C:36](=[CH:37][CH:38]=[CH:39][CH:40]=2)[NH:35][CH:34]=1)#[N:31]. The catalyst class is: 18. (2) Reactant: [NH2:1][C:2]1[CH:3]=[C:4]([CH:14]=[CH:15][CH:16]=1)[C:5]([NH:7][C:8]1[CH:13]=[CH:12][CH:11]=[CH:10][CH:9]=1)=[O:6].[C:17]1([Bi]([C:17]2[CH:22]=[CH:21][CH:20]=[CH:19][CH:18]=2)[C:17]2[CH:22]=[CH:21][CH:20]=[CH:19][CH:18]=2)[CH:22]=[CH:21][CH:20]=[CH:19][CH:18]=1.C(N(CC)CC)C.Cl. Product: [C:17]1([NH:1][C:2]2[CH:3]=[C:4]([CH:14]=[CH:15][CH:16]=2)[C:5]([NH:7][C:8]2[CH:13]=[CH:12][CH:11]=[CH:10][CH:9]=2)=[O:6])[CH:22]=[CH:21][CH:20]=[CH:19][CH:18]=1. The catalyst class is: 221.